From a dataset of Catalyst prediction with 721,799 reactions and 888 catalyst types from USPTO. Predict which catalyst facilitates the given reaction. Reactant: [NH2:1][C@@H:2]1[CH2:7][CH2:6][C@H:5]([NH:8][C:9]2[CH:14]=[C:13]([N:15]([CH3:17])[CH3:16])[N:12]=[C:11]([CH3:18])[N:10]=2)[CH2:4][CH2:3]1.CCN(CC)CC.[F:26][C:27]1[CH:35]=[CH:34][C:30]([C:31](Cl)=[O:32])=[CH:29][CH:28]=1. Product: [CH3:16][N:15]([CH3:17])[C:13]1[N:12]=[C:11]([CH3:18])[N:10]=[C:9]([NH:8][C@@H:5]2[CH2:4][CH2:3][C@H:2]([NH:1][C:31](=[O:32])[C:30]3[CH:34]=[CH:35][C:27]([F:26])=[CH:28][CH:29]=3)[CH2:7][CH2:6]2)[CH:14]=1. The catalyst class is: 22.